This data is from Forward reaction prediction with 1.9M reactions from USPTO patents (1976-2016). The task is: Predict the product of the given reaction. (1) The product is: [Cl:17][C:10]1[C:11]2[C:16](=[CH:15][CH:14]=[CH:13][CH:12]=2)[C:7]([CH2:6][O:4][CH2:1][C:2]#[CH:3])=[N:8][N:9]=1. Given the reactants [CH2:1]([OH:4])[C:2]#[CH:3].Br[CH2:6][C:7]1[C:16]2[C:11](=[CH:12][CH:13]=[CH:14][CH:15]=2)[C:10]([Cl:17])=[N:9][N:8]=1, predict the reaction product. (2) Given the reactants [C:1]1([O:11][CH2:12][C:13]([OH:15])=O)[C:10]2[C:5](=[CH:6][CH:7]=[CH:8][CH:9]=2)[CH:4]=[CH:3][CH:2]=1.[C:16]([O:20][C:21](=[N:35][NH:36][C:37]([NH2:39])=[O:38])[CH2:22][C@H:23]([NH:26][C:27](=[O:34])[C@H:28]([CH2:30][CH:31]([CH3:33])[CH3:32])[NH2:29])[CH:24]=[O:25])([CH3:19])([CH3:18])[CH3:17].O.OC1C2N=NNC=2C=CC=1.Cl.C(N=C=NC(N)CC(C)C)C, predict the reaction product. The product is: [C:16]([O:20][C:21](=[N:35][NH:36][C:37]([NH2:39])=[O:38])[CH2:22][C@H:23]([NH:26][C:27](=[O:34])[C@H:28]([CH2:30][CH:31]([CH3:33])[CH3:32])[NH:29][C:13](=[O:15])[CH2:12][O:11][C:1]1[C:10]2[C:5](=[CH:6][CH:7]=[CH:8][CH:9]=2)[CH:4]=[CH:3][CH:2]=1)[CH:24]=[O:25])([CH3:18])([CH3:19])[CH3:17].